This data is from Full USPTO retrosynthesis dataset with 1.9M reactions from patents (1976-2016). The task is: Predict the reactants needed to synthesize the given product. (1) Given the product [C:1]([O:5][C:6](=[O:29])[NH:7][C@H:8]([C:16]1[NH:17][CH:18]=[C:19]([C:21]2[CH:22]=[CH:23][C:24]([C:27]3[N:35]=[C:33]([CH3:34])[O:42][N:28]=3)=[CH:25][CH:26]=2)[N:20]=1)[CH2:9][C:10]1[CH:15]=[CH:14][CH:13]=[CH:12][CH:11]=1)([CH3:4])([CH3:2])[CH3:3], predict the reactants needed to synthesize it. The reactants are: [C:1]([O:5][C:6](=[O:29])[NH:7][C@H:8]([C:16]1[NH:17][CH:18]=[C:19]([C:21]2[CH:26]=[CH:25][C:24]([C:27]#[N:28])=[CH:23][CH:22]=2)[N:20]=1)[CH2:9][C:10]1[CH:15]=[CH:14][CH:13]=[CH:12][CH:11]=1)([CH3:4])([CH3:3])[CH3:2].Cl.NO.[CH2:33]([N:35](CC)CC)[CH3:34].C(OC(=O)C)(=[O:42])C. (2) The reactants are: [CH:1]1[C:6]([CH2:7][C:8]2[CH:13]=[CH:12][C:11]([NH2:14])=[CH:10][CH:9]=2)=[CH:5][CH:4]=[C:3]([NH2:15])[CH:2]=1.[C:16]1(=O)[CH2:21][CH2:20][CH2:19][CH2:18][CH2:17]1.[BH4-].[Na+].[OH-].[K+]. Given the product [CH:16]1([NH:15][C:3]2[CH:2]=[CH:1][C:6]([CH2:7][C:8]3[CH:13]=[CH:12][C:11]([NH:14][CH:1]4[CH2:6][CH2:5][CH2:4][CH2:3][CH2:2]4)=[CH:10][CH:9]=3)=[CH:5][CH:4]=2)[CH2:21][CH2:20][CH2:19][CH2:18][CH2:17]1, predict the reactants needed to synthesize it. (3) Given the product [Cl:30][C:5]1[CH:4]=[C:3]([N+:10]([O-:12])=[O:11])[C:2]([NH:13][C:14]2[CH:15]=[C:16]([CH:20]=[CH:21][CH:22]=2)[C:17]([OH:19])=[O:18])=[N:7][CH:6]=1, predict the reactants needed to synthesize it. The reactants are: Cl[C:2]1[N:7]=[CH:6][C:5](C#N)=[CH:4][C:3]=1[N+:10]([O-:12])=[O:11].[NH2:13][C:14]1[CH:15]=[C:16]([CH:20]=[CH:21][CH:22]=1)[C:17]([OH:19])=[O:18].C(N(CC)CC)C.[ClH:30]. (4) Given the product [CH3:33][O:32][CH2:31][CH2:30][CH2:29][O:1][C@@H:2]([C:16]1[CH:17]=[CH:18][CH:19]=[CH:20][CH:21]=1)[C@@H:3]1[CH2:8][CH2:7][CH2:6][N:5]([C:9]([O:11][C:12]([CH3:13])([CH3:14])[CH3:15])=[O:10])[CH2:4]1, predict the reactants needed to synthesize it. The reactants are: [OH:1][C@@H:2]([C:16]1[CH:21]=[CH:20][CH:19]=[CH:18][CH:17]=1)[C@@H:3]1[CH2:8][CH2:7][CH2:6][N:5]([C:9]([O:11][C:12]([CH3:15])([CH3:14])[CH3:13])=[O:10])[CH2:4]1.[H-].[Na+].CS(O[CH2:29][CH2:30][CH2:31][O:32][CH3:33])(=O)=O.O. (5) Given the product [CH3:33][O:34][N:35]1[C:36]([CH3:45])([CH3:44])[CH2:37][CH:11]([O:12][C:13]([C:15]2[C:16](=[O:32])[O:17][CH:18]([C:26]3[CH:31]=[CH:30][CH:29]=[CH:28][CH:27]=3)[C:19]=2[C:20]2[CH:25]=[CH:24][CH:23]=[CH:22][CH:21]=2)=[O:14])[CH2:39][C:40]1([CH3:42])[CH3:41], predict the reactants needed to synthesize it. The reactants are: C1C2C(=CC=CC=2)CCC1.[CH3:11][O:12][C:13]([C:15]1[C:16](=[O:32])[O:17][CH:18]([C:26]2[CH:31]=[CH:30][CH:29]=[CH:28][CH:27]=2)[C:19]=1[C:20]1[CH:25]=[CH:24][CH:23]=[CH:22][CH:21]=1)=[O:14].[CH3:33][O:34][N:35]1[C:40]([CH3:42])([CH3:41])[CH2:39]C(O)[CH2:37][C:36]1([CH3:45])[CH3:44]. (6) The reactants are: [H-].C([Al+]CC(C)C)C(C)C.[CH2:11]([N:13]1[C:17]2=[N:18][C:19]([C:34]([F:37])([F:36])[F:35])=[C:20]([C:29](OCC)=[O:30])[C:21]([NH:22][CH:23]3[CH2:28][CH2:27][O:26][CH2:25][CH2:24]3)=[C:16]2[CH:15]=[N:14]1)[CH3:12].[K].C(C(C(C([O-])=O)O)O)([O-])=O.[Na+].[Na+]. Given the product [CH2:11]([N:13]1[C:17]2=[N:18][C:19]([C:34]([F:35])([F:36])[F:37])=[C:20]([CH2:29][OH:30])[C:21]([NH:22][CH:23]3[CH2:24][CH2:25][O:26][CH2:27][CH2:28]3)=[C:16]2[CH:15]=[N:14]1)[CH3:12], predict the reactants needed to synthesize it. (7) Given the product [F:11][C:2]1([F:1])[CH2:3][CH2:4][CH:5]([C:8]([NH:54][C:51]2[CH:52]=[C:53]3[C:48](=[CH:49][CH:50]=2)[N:47]([CH:55]2[CH2:60][CH2:59][CH2:58][CH2:57][O:56]2)[N:46]=[C:45]3[C:43]2[NH:44][C:40]3[CH:39]=[CH:38][C:37]([N:34]4[CH2:35][CH2:36][O:31][CH2:32][CH2:33]4)=[CH:61][C:41]=3[N:42]=2)=[O:10])[CH2:6][CH2:7]1, predict the reactants needed to synthesize it. The reactants are: [F:1][C:2]1([F:11])[CH2:7][CH2:6][CH:5]([C:8]([OH:10])=O)[CH2:4][CH2:3]1.C1C=CC2N(O)N=NC=2C=1.C(Cl)CCl.C(=O)(O)[O-].[Na+].[O:31]1[CH2:36][CH2:35][N:34]([C:37]2[CH:38]=[CH:39][C:40]3[N:44]=[C:43]([C:45]4[C:53]5[C:48](=[CH:49][CH:50]=[C:51]([NH2:54])[CH:52]=5)[N:47]([CH:55]5[CH2:60][CH2:59][CH2:58][CH2:57][O:56]5)[N:46]=4)[NH:42][C:41]=3[CH:61]=2)[CH2:33][CH2:32]1. (8) Given the product [CH3:1][O:2][C:3](=[O:11])[C:4]1[CH:9]=[CH:8][CH:7]=[N:6][C:5]=1[O:20][C:17]1[CH:18]=[CH:19][C:14]([S:13][CH3:12])=[CH:15][CH:16]=1, predict the reactants needed to synthesize it. The reactants are: [CH3:1][O:2][C:3](=[O:11])[C:4]1[CH:9]=[CH:8][CH:7]=[N:6][C:5]=1Cl.[CH3:12][S:13][C:14]1[CH:19]=[CH:18][C:17]([OH:20])=[CH:16][CH:15]=1.C(=O)([O-])[O-].[K+].[K+].